Dataset: Full USPTO retrosynthesis dataset with 1.9M reactions from patents (1976-2016). Task: Predict the reactants needed to synthesize the given product. (1) Given the product [CH3:1][C:2]1([CH3:39])[O:7][C:6]2[CH:8]=[CH:9][C:10]([C@H:12]3[O:16][C:15](=[O:17])[N:14]([CH2:18][CH2:19][CH2:20][CH2:21][CH2:22][CH2:23][O:24][CH2:25][CH2:26][CH2:27][CH2:28][C:29]4[CH:30]=[C:31]([S:35]([NH2:38])(=[O:37])=[O:36])[CH:32]=[CH:33][CH:34]=4)[CH2:13]3)=[CH:11][C:5]=2[CH2:4][O:3]1, predict the reactants needed to synthesize it. The reactants are: [CH3:1][C:2]1([CH3:39])[O:7][C:6]2[CH:8]=[CH:9][C:10]([C@H:12]3[O:16][C:15](=[O:17])[N:14]([CH2:18][CH2:19][CH2:20][CH2:21][CH2:22][CH2:23][O:24][CH2:25][CH2:26][C:27]#[C:28][C:29]4[CH:30]=[C:31]([S:35]([NH2:38])(=[O:37])=[O:36])[CH:32]=[CH:33][CH:34]=4)[CH2:13]3)=[CH:11][C:5]=2[CH2:4][O:3]1. (2) Given the product [CH3:1][O:2][C:3](=[O:33])[C:4]([C:7]1[CH:12]=[CH:11][C:10]([S:13][CH2:14][C:15]2[CH:20]=[CH:19][C:18]([C:21]3[CH:34]=[CH:23][C:24]([C:27]([F:30])([F:29])[F:28])=[CH:25][CH:26]=3)=[CH:17][CH:16]=2)=[C:9]([O:31][CH3:32])[CH:8]=1)([CH3:6])[CH3:5], predict the reactants needed to synthesize it. The reactants are: [CH3:1][O:2][C:3](=[O:33])[C:4]([C:7]1[CH:12]=[CH:11][C:10]([S:13][CH2:14][C:15]2[CH:20]=[CH:19][C:18]([C:21]3[CH:26]=[CH:25][C:24]([C:27]([F:30])([F:29])[F:28])=[CH:23]N=3)=[CH:17][CH:16]=2)=[C:9]([O:31][CH3:32])[CH:8]=1)([CH3:6])[CH3:5].[CH3:34]OC(=O)C(C1C=CC(S)=C(OC)C=1)(C)C.